This data is from Reaction yield outcomes from USPTO patents with 853,638 reactions. The task is: Predict the reaction yield, written as a fraction of the theoretical maximum amount of product (1.0 means a 100% yield; for example, 0.34 means a 34% yield). (1) The catalyst is C1COCC1.CN1C(=O)CCC1. The yield is 0.510. The reactants are Br[CH2:2]/[CH:3]=[CH:4]/[C:5]([NH:7][C:8]1[CH:39]=[CH:38][C:11]([C:12]([NH:14][C@H:15]2[CH2:20][CH2:19][CH2:18][C@@H:17]([NH:21][C:22]3[N:27]=[C:26]([C:28]4[C:36]5[C:31](=[CH:32][CH:33]=[CH:34][CH:35]=5)[NH:30][CH:29]=4)[C:25]([Cl:37])=[CH:24][N:23]=3)[CH2:16]2)=[O:13])=[CH:10][CH:9]=1)=[O:6].CCN(C(C)C)C(C)C.[NH:49]1[CH2:54][CH2:53][O:52][CH2:51][CH2:50]1. The product is [Cl:37][C:25]1[C:26]([C:28]2[C:36]3[C:31](=[CH:32][CH:33]=[CH:34][CH:35]=3)[NH:30][CH:29]=2)=[N:27][C:22]([NH:21][C@@H:17]2[CH2:18][CH2:19][CH2:20][C@H:15]([NH:14][C:12](=[O:13])[C:11]3[CH:38]=[CH:39][C:8]([NH:7][C:5](=[O:6])/[CH:4]=[CH:3]/[CH2:2][N:49]4[CH2:54][CH2:53][O:52][CH2:51][CH2:50]4)=[CH:9][CH:10]=3)[CH2:16]2)=[N:23][CH:24]=1. (2) The reactants are [C:1]([C:5]1[CH:12]=[CH:11][C:10]([N+:13]([O-:15])=[O:14])=[CH:9][C:6]=1[C:7]#[N:8])([CH3:4])([CH3:3])[CH3:2].B.C1COCC1.CO.Cl. The catalyst is C1COCC1.O. The product is [C:1]([C:5]1[CH:12]=[CH:11][C:10]([N+:13]([O-:15])=[O:14])=[CH:9][C:6]=1[CH2:7][NH2:8])([CH3:4])([CH3:2])[CH3:3]. The yield is 0.430. (3) The yield is 0.760. The reactants are [C:1]([CH:3]1[CH2:6][N:5]([CH2:7][C@H:8]([NH:10]S(C2C=CC([N+]([O-])=O)=CC=2)(=O)=O)[CH3:9])[CH2:4]1)#[N:2].[C:23]([O:27][C:28](O[C:28]([O:27][C:23]([CH3:26])([CH3:25])[CH3:24])=[O:29])=[O:29])([CH3:26])([CH3:25])[CH3:24].C1(S)C=CC=CC=1.C(=O)([O-])[O-].[K+].[K+].[OH-].[Na+]. The product is [C:23]([O:27][C:28](=[O:29])[NH:10][C@H:8]([CH3:9])[CH2:7][N:5]1[CH2:4][CH:3]([C:1]#[N:2])[CH2:6]1)([CH3:26])([CH3:25])[CH3:24]. The catalyst is CN(C=O)C.CN(C)C1C=CN=CC=1.C(OCC)(=O)C.O. (4) The reactants are Br[C:2]1[CH:3]=[C:4]([C:14]([NH:16][CH2:17][C:18]2[C:19](=[O:27])[NH:20][C:21]([CH3:26])=[CH:22][C:23]=2[CH2:24][CH3:25])=[O:15])[C:5]2[CH:10]=[N:9][N:8]([CH:11]([CH3:13])[CH3:12])[C:6]=2[N:7]=1.[CH3:28][C:29]1([CH3:46])[CH2:34][C:33](B2OC(C)(C)C(C)(C)O2)=[CH:32][C:31]([CH3:45])([CH3:44])[NH:30]1.O1CCOCC1.O.C([O-])([O-])=O.[Na+].[Na+]. The catalyst is O.C1C=CC([P]([Pd]([P](C2C=CC=CC=2)(C2C=CC=CC=2)C2C=CC=CC=2)([P](C2C=CC=CC=2)(C2C=CC=CC=2)C2C=CC=CC=2)[P](C2C=CC=CC=2)(C2C=CC=CC=2)C2C=CC=CC=2)(C2C=CC=CC=2)C2C=CC=CC=2)=CC=1. The product is [CH2:24]([C:23]1[CH:22]=[C:21]([CH3:26])[NH:20][C:19](=[O:27])[C:18]=1[CH2:17][NH:16][C:14]([C:4]1[C:5]2[CH:10]=[N:9][N:8]([CH:11]([CH3:13])[CH3:12])[C:6]=2[N:7]=[C:2]([C:33]2[CH2:32][C:31]([CH3:45])([CH3:44])[NH:30][C:29]([CH3:46])([CH3:28])[CH:34]=2)[CH:3]=1)=[O:15])[CH3:25]. The yield is 0.380. (5) The reactants are [CH:1]1([NH:4][C:5]([C:7]2[N:8]=[N:9][N:10]([C:12]3[CH:17]=[CH:16][C:15]([C:18]([NH:20][CH2:21][CH3:22])=[O:19])=[CH:14][C:13]=3[O:23][CH2:24][CH2:25][O:26][CH2:27][CH2:28]Br)[CH:11]=2)=[O:6])[CH2:3][CH2:2]1.O.[F-:31].C([N+](CCCC)(CCCC)CCCC)CCC. The catalyst is C(#N)C. The product is [CH:1]1([NH:4][C:5]([C:7]2[N:8]=[N:9][N:10]([C:12]3[CH:17]=[CH:16][C:15]([C:18]([NH:20][CH2:21][CH3:22])=[O:19])=[CH:14][C:13]=3[O:23][CH2:24][CH2:25][O:26][CH2:27][CH2:28][F:31])[CH:11]=2)=[O:6])[CH2:3][CH2:2]1. The yield is 0.210. (6) The reactants are C(OC(=O)C)(=[O:3])C.C1(N[C:12]2[C:21]3[C:16](=[CH:17][CH:18]=[CH:19][CH:20]=3)[N:15]=[CH:14][CH:13]=2)CC1.[N:22]1[CH:27]=[CH:26][CH:25]=[CH:24][CH:23]=1. The yield is 0.987. The product is [CH:25]1([CH:26]([C:12]2[C:21]3[C:16](=[CH:17][CH:18]=[CH:19][CH:20]=3)[N:15]=[CH:14][CH:13]=2)[C:27]([NH2:22])=[O:3])[CH2:23][CH2:24]1. No catalyst specified. (7) The catalyst is CN(C=O)C. The yield is 0.500. The product is [NH2:1][C:2]1[N:3]=[C:4]([CH3:33])[C:5]2=[C:6]([CH2:8][C@H:9]([C:18]3[CH:23]=[CH:22][C:21]([F:24])=[CH:20][C:19]=3[C:25]3[CH:30]=[CH:29][CH:28]=[C:27]([O:31][CH3:32])[N:26]=3)[NH:10]/[C:11]/2=[N:12]\[O:13][CH2:14][C:15]([N:68]2[CH2:69][CH2:70][C@@H:66]([F:65])[CH2:67]2)=[O:16])[N:7]=1. The reactants are [NH2:1][C:2]1[N:3]=[C:4]([CH3:33])[C:5]2=[C:6]([CH2:8][C@H:9]([C:18]3[CH:23]=[CH:22][C:21]([F:24])=[CH:20][C:19]=3[C:25]3[CH:30]=[CH:29][CH:28]=[C:27]([O:31][CH3:32])[N:26]=3)[NH:10]/[C:11]/2=[N:12]\[O:13][CH2:14][C:15](O)=[O:16])[N:7]=1.CN(C(ON1N=NC2C=CC=CC1=2)=[N+](C)C)C.F[P-](F)(F)(F)(F)F.CCN(CC)CC.[F:65][C@@H:66]1[CH2:70][CH2:69][NH:68][CH2:67]1.